From a dataset of Catalyst prediction with 721,799 reactions and 888 catalyst types from USPTO. Predict which catalyst facilitates the given reaction. (1) Reactant: [Cl:1][C:2]1[N:7]=[C:6](Cl)[C:5]([I:9])=[CH:4][N:3]=1.C([N:13]([CH2:17][CH3:18])[CH:14]([CH3:16])C)(C)C.N1CCCC1.Cl. Product: [Cl:1][C:2]1[N:7]=[C:6]([N:13]2[CH2:14][CH2:16][CH2:18][CH2:17]2)[C:5]([I:9])=[CH:4][N:3]=1. The catalyst class is: 7. (2) Reactant: [OH:1][CH:2]1[CH2:7][CH2:6][O:5][C:3]1=[O:4].CS(O[CH2:13][CH2:14][CH2:15][CH2:16][CH2:17][CH2:18][CH2:19][CH2:20]/[CH:21]=[CH:22]\[CH2:23]/[CH:24]=[CH:25]\[CH2:26][CH2:27][CH2:28][CH2:29][CH3:30])(=O)=O.C(=O)([O-])[O-].[Cs+].[Cs+].O. Product: [CH2:13]([O:1][CH:2]1[CH2:7][CH2:6][O:5][C:3]1=[O:4])[CH2:14][CH2:15][CH2:16][CH2:17][CH2:18][CH2:19][CH2:20]/[CH:21]=[CH:22]\[CH2:23]/[CH:24]=[CH:25]\[CH2:26][CH2:27][CH2:28][CH2:29][CH3:30]. The catalyst class is: 3. (3) Reactant: [Cl:1][C:2]1[C:7]([C:8]#[N:9])=[C:6]([Cl:10])[N:5]=[C:4](SC)[N:3]=1.ClC1C=CC=[C:16]([C:20](OO)=O)[CH:15]=1.[NH2:24][CH2:25]C1CC1. Product: [Cl:1][C:2]1[C:7]([C:8]#[N:9])=[C:6]([Cl:10])[N:5]=[C:4]([N:24]([CH:20]2[CH2:16][CH2:15]2)[CH3:25])[N:3]=1. The catalyst class is: 4. (4) The catalyst class is: 188. Reactant: [CH3:1][O:2][C:3]1[C:4]([CH3:25])=[CH:5][C:6]([CH2:12][C:13]2[C:14]([CH3:24])=[N:15][N:16]([CH2:19][CH2:20][C:21]([OH:23])=O)[C:17]=2[CH3:18])=[C:7]2[C:11]=1[CH2:10][CH2:9][CH2:8]2.C(C1NC=CN=1)(C1NC=CN=1)=O.[CH:38]([NH2:41])([CH3:40])[CH3:39].O. Product: [CH:38]([NH:41][C:21](=[O:23])[CH2:20][CH2:19][N:16]1[C:17]([CH3:18])=[C:13]([CH2:12][C:6]2[CH:5]=[C:4]([CH3:25])[C:3]([O:2][CH3:1])=[C:11]3[C:7]=2[CH2:8][CH2:9][CH2:10]3)[C:14]([CH3:24])=[N:15]1)([CH3:40])[CH3:39]. (5) The catalyst class is: 9. Product: [CH2:21]([O:20][C:15]1[CH:14]=[CH:13][C:12]([NH:11][C:2]2[C:3]3[NH:10][CH:9]=[CH:8][C:4]=3[N:5]=[CH:6][N:7]=2)=[CH:17][C:16]=1[CH2:18][OH:19])[C:22]1[CH:23]=[CH:24][CH:25]=[CH:26][CH:27]=1. Reactant: Cl[C:2]1[C:3]2[NH:10][CH:9]=[CH:8][C:4]=2[N:5]=[CH:6][N:7]=1.[NH2:11][C:12]1[CH:13]=[CH:14][C:15]([O:20][CH2:21][C:22]2[CH:27]=[CH:26][CH:25]=[CH:24][CH:23]=2)=[C:16]([CH2:18][OH:19])[CH:17]=1. (6) Reactant: [CH2:1]1[O:9][C:8]2[C:3](=[C:4]([NH:10][C:11](=[O:35])[CH2:12][N:13]3[CH:17]=[C:16]([O:18][C:19]4[C:28]5[C:23](=[CH:24][C:25]([O:33][CH3:34])=[C:26]([O:29][CH2:30][CH2:31]Cl)[CH:27]=5)[N:22]=[CH:21][N:20]=4)[CH:15]=[N:14]3)[CH:5]=[CH:6][CH:7]=2)[O:2]1.[NH:36]1[CH2:40][CH2:39][CH2:38][CH2:37]1.C(=O)([O-])[O-].[K+].[K+].[I-].[K+]. Product: [CH2:1]1[O:9][C:8]2[C:3](=[C:4]([NH:10][C:11](=[O:35])[CH2:12][N:13]3[CH:17]=[C:16]([O:18][C:19]4[C:28]5[C:23](=[CH:24][C:25]([O:33][CH3:34])=[C:26]([O:29][CH2:30][CH2:31][N:36]6[CH2:40][CH2:39][CH2:38][CH2:37]6)[CH:27]=5)[N:22]=[CH:21][N:20]=4)[CH:15]=[N:14]3)[CH:5]=[CH:6][CH:7]=2)[O:2]1. The catalyst class is: 44. (7) Product: [C:1]([O:5][C:6](=[O:23])[NH:7][C:8]([CH3:22])([CH3:21])[CH2:9][CH2:10][N:11]1[C:15]2[CH:16]=[CH:17][CH:18]=[CH:19][C:14]=2[N:13]([CH2:24][C:25]2[CH:30]=[CH:29][CH:28]=[CH:27][CH:26]=2)[C:12]1=[O:20])([CH3:4])([CH3:2])[CH3:3]. Reactant: [C:1]([O:5][C:6](=[O:23])[NH:7][C:8]([CH3:22])([CH3:21])[CH2:9][CH2:10][N:11]1[C:15]2[CH:16]=[CH:17][CH:18]=[CH:19][C:14]=2[NH:13][C:12]1=[O:20])([CH3:4])([CH3:3])[CH3:2].[CH2:24](Cl)[C:25]1[CH:30]=[CH:29][CH:28]=[CH:27][CH:26]=1.CC(C)([O-])C.[K+]. The catalyst class is: 16.